Dataset: Forward reaction prediction with 1.9M reactions from USPTO patents (1976-2016). Task: Predict the product of the given reaction. Given the reactants C(OC([N:8]([O:26]C(OC(C)(C)C)=O)[C:9]1([C:20]2[CH:25]=[CH:24][CH:23]=[CH:22][CH:21]=2)[C:13](=[O:14])[N:12]([CH3:15])[N:11]=[C:10]1[C:16]([CH3:19])([CH3:18])[CH3:17])=O)(C)(C)C.C(O)(C(F)(F)F)=O, predict the reaction product. The product is: [C:16]([C:10]1[C:9]([NH:8][OH:26])([C:20]2[CH:21]=[CH:22][CH:23]=[CH:24][CH:25]=2)[C:13](=[O:14])[N:12]([CH3:15])[N:11]=1)([CH3:19])([CH3:17])[CH3:18].